This data is from Full USPTO retrosynthesis dataset with 1.9M reactions from patents (1976-2016). The task is: Predict the reactants needed to synthesize the given product. (1) Given the product [CH3:1][C:2]([CH3:29])([CH:7]([C:23]1[CH:28]=[CH:27][CH:26]=[CH:25][CH:24]=1)[C:8]1[CH:16]=[C:15]2[C:11]([C:12]([C:17]3[CH:18]=[CH:19][CH:20]=[CH:21][CH:22]=3)=[N:13][NH:14]2)=[CH:10][CH:9]=1)[C:3]([OH:5])=[O:4], predict the reactants needed to synthesize it. The reactants are: [CH3:1][C:2]([CH3:29])([CH:7]([C:23]1[CH:28]=[CH:27][CH:26]=[CH:25][CH:24]=1)[C:8]1[CH:16]=[C:15]2[C:11]([C:12]([C:17]3[CH:22]=[CH:21][CH:20]=[CH:19][CH:18]=3)=[N:13][NH:14]2)=[CH:10][CH:9]=1)[C:3]([O:5]C)=[O:4].O.[OH-].[Li+].O. (2) Given the product [Br:1][C:2]1[C:8]([F:9])=[CH:7][CH:6]=[CH:5][C:3]=1[NH:4][C:17](=[O:26])[CH:18]=[CH:19][C:20]1[CH:25]=[CH:24][CH:23]=[CH:22][CH:21]=1, predict the reactants needed to synthesize it. The reactants are: [Br:1][C:2]1[C:8]([F:9])=[CH:7][CH:6]=[CH:5][C:3]=1[NH2:4].C(=O)([O-])[O-].[K+].[K+].O.[C:17](Cl)(=[O:26])[CH:18]=[CH:19][C:20]1[CH:25]=[CH:24][CH:23]=[CH:22][CH:21]=1. (3) Given the product [CH3:1][O:2][C:3]([C:4]1[C:5]([C:18]2[CH:19]=[CH:20][CH:21]=[CH:22][C:17]=2[N+:14]([O-:16])=[O:15])=[CH:6][CH:7]=[C:8]([C:10]#[N:11])[CH:9]=1)=[O:13], predict the reactants needed to synthesize it. The reactants are: [CH3:1][O:2][C:3](=[O:13])[C:4]1[CH:9]=[C:8]([C:10]#[N:11])[CH:7]=[CH:6][C:5]=1Br.[N+:14]([C:17]1[CH:22]=[CH:21][CH:20]=[CH:19][C:18]=1B(O)O)([O-:16])=[O:15].C([O-])([O-])=O.[K+].[K+]. (4) The reactants are: [Br:1][C:2]1[CH:7]=[CH:6][C:5]([CH:8]([C:11]([CH:13]2[CH2:15][CH2:14]2)=O)[C:9]#[N:10])=[CH:4][C:3]=1[O:16][CH3:17].Cl.[CH2:19]([NH:26][NH2:27])[C:20]1[CH:25]=[CH:24][CH:23]=[CH:22][CH:21]=1.C(O)(=O)C. Given the product [CH2:19]([N:26]1[C:9]([NH2:10])=[C:8]([C:5]2[CH:6]=[CH:7][C:2]([Br:1])=[C:3]([O:16][CH3:17])[CH:4]=2)[C:11]([CH:13]2[CH2:15][CH2:14]2)=[N:27]1)[C:20]1[CH:25]=[CH:24][CH:23]=[CH:22][CH:21]=1, predict the reactants needed to synthesize it. (5) Given the product [ClH:1].[CH:10]12[NH:9][CH:13]([CH2:12][CH2:11]1)[CH2:14][C:15](=[O:16])[CH2:17]2, predict the reactants needed to synthesize it. The reactants are: [Cl:1]C(OC(Cl)C)=O.C[N:9]1[CH:13]2[CH2:14][C:15]([CH2:17][CH:10]1[CH2:11][CH2:12]2)=[O:16].